Dataset: Forward reaction prediction with 1.9M reactions from USPTO patents (1976-2016). Task: Predict the product of the given reaction. (1) The product is: [CH3:1][C:2]1[CH:10]=[CH:9][C:5]([C:6]([NH:32][C:28]2[CH:29]=[CH:30][CH:31]=[C:26]([C:25]([F:24])([F:33])[F:34])[CH:27]=2)=[O:8])=[CH:4][C:3]=1[B:11]1[O:15][C:14]([CH3:17])([CH3:16])[C:13]([CH3:19])([CH3:18])[O:12]1. Given the reactants [CH3:1][C:2]1[CH:10]=[CH:9][C:5]([C:6]([OH:8])=O)=[CH:4][C:3]=1[B:11]1[O:15][C:14]([CH3:17])([CH3:16])[C:13]([CH3:19])([CH3:18])[O:12]1.S(Cl)(Cl)=O.[F:24][C:25]([F:34])([F:33])[C:26]1[CH:27]=[C:28]([NH2:32])[CH:29]=[CH:30][CH:31]=1.C(N(CC)CC)C, predict the reaction product. (2) Given the reactants CCOC(C1(C2C=CC=CC=2)C(N(C)C)C=CCC1)=O.Cl.[CH2:22]=[CH:23][CH2:24][N:25]1[C@@H:42]2[CH2:43][C:30]3[CH:31]=[CH:32][C:33]([OH:45])=[C:34]4[O:35][C@H:36]5[C:37]([CH2:39][CH2:40][C@:41]2([OH:44])[C@:28]5([C:29]=34)[CH2:27][CH2:26]1)=[O:38].Cl, predict the reaction product. The product is: [CH2:22]=[CH:23][CH2:24][N:25]1[C@@H:42]2[CH2:43][C:30]3[CH:31]=[CH:32][C:33]([OH:45])=[C:34]4[O:35][C@H:36]5[C:37]([CH2:39][CH2:40][C@:41]2([OH:44])[C@:28]5([C:29]=34)[CH2:27][CH2:26]1)=[O:38].